From a dataset of Peptide-MHC class II binding affinity with 134,281 pairs from IEDB. Regression. Given a peptide amino acid sequence and an MHC pseudo amino acid sequence, predict their binding affinity value. This is MHC class II binding data. (1) The MHC is DRB1_0901 with pseudo-sequence DRB1_0901. The binding affinity (normalized) is 0.349. The peptide sequence is DVCGMFTNRSGSQQWR. (2) The peptide sequence is AEVELRQHGSEEWEP. The MHC is HLA-DPA10201-DPB10101 with pseudo-sequence HLA-DPA10201-DPB10101. The binding affinity (normalized) is 0.236. (3) The peptide sequence is CIPSLEAAVKQAYAA. The MHC is DRB1_1201 with pseudo-sequence DRB1_1201. The binding affinity (normalized) is 0.317. (4) The peptide sequence is DMGFDAAAPAPEHQP. The MHC is HLA-DPA10301-DPB10402 with pseudo-sequence HLA-DPA10301-DPB10402. The binding affinity (normalized) is 0. (5) The peptide sequence is IITPTNVSHIQSAVV. The MHC is DRB1_0701 with pseudo-sequence DRB1_0701. The binding affinity (normalized) is 0.880.